This data is from Catalyst prediction with 721,799 reactions and 888 catalyst types from USPTO. The task is: Predict which catalyst facilitates the given reaction. Reactant: [CH3:1][C:2]1[CH:7]=[C:6]([O:8]C)[C:5]([C:10]2[CH:15]=[CH:14][CH:13]=[CH:12][CH:11]=2)=[CH:4][C:3]=1[C:16]1[C:25]2[C:20](=[CH:21][CH:22]=[CH:23][C:24]=2[C:26]2[CH:31]=[C:30]([C:32]3[CH:37]=[CH:36][CH:35]=[CH:34][CH:33]=3)[C:29]([O:38]C)=[CH:28][C:27]=2[CH3:40])[CH:19]=[CH:18][CH:17]=1.B(Br)(Br)Br. Product: [OH:8][C:6]1[C:5]([C:10]2[CH:11]=[CH:12][CH:13]=[CH:14][CH:15]=2)=[CH:4][C:3]([C:16]2[C:25]3[C:20](=[CH:21][CH:22]=[CH:23][C:24]=3[C:26]3[CH:31]=[C:30]([C:32]4[CH:33]=[CH:34][CH:35]=[CH:36][CH:37]=4)[C:29]([OH:38])=[CH:28][C:27]=3[CH3:40])[CH:19]=[CH:18][CH:17]=2)=[C:2]([CH3:1])[CH:7]=1. The catalyst class is: 2.